The task is: Predict the reaction yield, written as a fraction of the theoretical maximum amount of product (1.0 means a 100% yield; for example, 0.34 means a 34% yield).. This data is from Reaction yield outcomes from USPTO patents with 853,638 reactions. (1) The catalyst is C1(C)C=CC=CC=1. The product is [F:14][C:8]1[CH:7]=[C:6]([N:5]2[CH2:4][C:3]3[C:2](=[CH:18][CH:17]=[CH:16][CH:15]=3)[NH:1][C:19]2=[O:20])[CH:11]=[CH:10][C:9]=1[O:12][CH3:13]. The reactants are [NH2:1][C:2]1[CH:18]=[CH:17][CH:16]=[CH:15][C:3]=1[CH2:4][NH:5][C:6]1[CH:11]=[CH:10][C:9]([O:12][CH3:13])=[C:8]([F:14])[CH:7]=1.[C:19](Cl)(Cl)=[O:20].CCO. The yield is 0.240. (2) The reactants are C(O[C:6](=[O:28])[NH:7][C@@H:8]([CH2:21][C:22]1[CH:27]=[CH:26][CH:25]=[CH:24][CH:23]=1)[CH:9]([C:11](=[O:20])[NH:12][CH2:13][C:14]1[CH:19]=[CH:18][CH:17]=[CH:16][CH:15]=1)[OH:10])(C)(C)C.FC(F)(F)C(O)=O.[NH:36]1[C:44]2[C:39](=[CH:40][CH:41]=[CH:42][CH:43]=2)[C:38]([CH2:45][C@H:46]([NH:50][C:51](=[O:63])[C@@H:52]([NH:54][C:55]([C:57]2[N:58]([CH3:62])[N:59]=[CH:60][CH:61]=2)=[O:56])[CH3:53])C(O)=O)=[CH:37]1.C(N(CC)C(C)C)(C)C.CN(C(ON1N=NC2C=CC=NC1=2)=[N+](C)C)C.F[P-](F)(F)(F)(F)F. The catalyst is ClCCl.CN(C=O)C. The product is [CH2:21]([C@H:8]([NH:7][C:6]([C@@H:46]([NH:50][C:51]([C@@H:52]([NH:54][C:55]([C:57]1[N:58]([CH3:62])[N:59]=[CH:60][CH:61]=1)=[O:56])[CH3:53])=[O:63])[CH2:45][C:38]1[C:39]2[C:44](=[CH:43][CH:42]=[CH:41][CH:40]=2)[NH:36][CH:37]=1)=[O:28])[CH:9]([C:11](=[O:20])[NH:12][CH2:13][C:14]1[CH:15]=[CH:16][CH:17]=[CH:18][CH:19]=1)[OH:10])[C:22]1[CH:23]=[CH:24][CH:25]=[CH:26][CH:27]=1. The yield is 0.670.